From a dataset of Catalyst prediction with 721,799 reactions and 888 catalyst types from USPTO. Predict which catalyst facilitates the given reaction. (1) Reactant: [F:1][C:2]([F:21])([F:20])[C:3]1[CH:8]=[CH:7][C:6]([C:9]2[CH:10]=[C:11]3[C:16](=[CH:17][CH:18]=2)[NH:15][C:14](=[O:19])[CH2:13][CH2:12]3)=[CH:5][CH:4]=1.C(N(CC)CC)C.[C:29](O[C:29]([O:31][C:32]([CH3:35])([CH3:34])[CH3:33])=[O:30])([O:31][C:32]([CH3:35])([CH3:34])[CH3:33])=[O:30].Cl. Product: [O:19]=[C:14]1[CH2:13][CH2:12][C:11]2[C:16](=[CH:17][CH:18]=[C:9]([C:6]3[CH:5]=[CH:4][C:3]([C:2]([F:1])([F:20])[F:21])=[CH:8][CH:7]=3)[CH:10]=2)[N:15]1[C:29]([O:31][C:32]([CH3:35])([CH3:34])[CH3:33])=[O:30]. The catalyst class is: 112. (2) Reactant: Br[C:2]1[CH:7]=[CH:6][C:5]([NH:8][C:9]2[S:10][C:11]3[CH:17]=[C:16]([F:18])[CH:15]=[CH:14][C:12]=3[N:13]=2)=[C:4]([F:19])[CH:3]=1.[C:20]([O-:23])([O-])=[O:21].[Na+].[Na+].ClCCl.O1CCOC[CH2:30]1.[C:35]1(C)[CH:40]=[CH:39][CH:38]=[CH:37][CH:36]=1. Product: [F:19][C:4]1[CH:3]=[C:2]([C:35]2[CH:40]=[CH:39][C:38]([C:20]([O:23][CH3:30])=[O:21])=[CH:37][CH:36]=2)[CH:7]=[CH:6][C:5]=1[NH:8][C:9]1[S:10][C:11]2[CH:17]=[C:16]([F:18])[CH:15]=[CH:14][C:12]=2[N:13]=1. The catalyst class is: 6.